Dataset: Forward reaction prediction with 1.9M reactions from USPTO patents (1976-2016). Task: Predict the product of the given reaction. (1) Given the reactants C(OC(=O)[NH:7][CH:8]1[CH2:16][C:15]2[C:10](=[CH:11][CH:12]=[C:13]([NH:17][C:18]([C:20]3[C:21]([C:27]4[CH:32]=[CH:31][C:30]([C:33]([F:36])([F:35])[F:34])=[CH:29][CH:28]=4)=[C:22]([CH3:26])[CH:23]=[CH:24][CH:25]=3)=[O:19])[CH:14]=2)[CH2:9]1)(C)(C)C, predict the reaction product. The product is: [NH2:7][CH:8]1[CH2:16][C:15]2[C:10](=[CH:11][CH:12]=[C:13]([NH:17][C:18]([C:20]3[C:21]([C:27]4[CH:28]=[CH:29][C:30]([C:33]([F:34])([F:35])[F:36])=[CH:31][CH:32]=4)=[C:22]([CH3:26])[CH:23]=[CH:24][CH:25]=3)=[O:19])[CH:14]=2)[CH2:9]1. (2) Given the reactants C(OC(=O)[NH:7][C:8]1([C:12]2[CH:17]=[CH:16][C:15]([C:18]3[C:23]([C:24]4[CH:29]=[CH:28][CH:27]=[CH:26][CH:25]=4)=[CH:22][N:21]4[N:30]=[C:31]([NH:33][C:34](=[O:36])[CH3:35])[N:32]=[C:20]4[N:19]=3)=[CH:14][CH:13]=2)[CH2:11][CH2:10][CH2:9]1)(C)(C)C.C(O)(C(F)(F)F)=O, predict the reaction product. The product is: [NH2:7][C:8]1([C:12]2[CH:13]=[CH:14][C:15]([C:18]3[C:23]([C:24]4[CH:29]=[CH:28][CH:27]=[CH:26][CH:25]=4)=[CH:22][N:21]4[N:30]=[C:31]([NH:33][C:34](=[O:36])[CH3:35])[N:32]=[C:20]4[N:19]=3)=[CH:16][CH:17]=2)[CH2:11][CH2:10][CH2:9]1. (3) The product is: [CH3:13][O:14][C:10](=[O:16])[CH2:9][C:3]1[CH:4]=[CH:5][CH:6]=[C:7]([Cl:8])[C:2]=1[Br:1]. Given the reactants [Br:1][C:2]1[C:7]([Cl:8])=[CH:6][CH:5]=[CH:4][C:3]=1[CH2:9][C:10]#N.Cl.[CH3:13][OH:14].C[OH:16], predict the reaction product.